This data is from Catalyst prediction with 721,799 reactions and 888 catalyst types from USPTO. The task is: Predict which catalyst facilitates the given reaction. (1) Reactant: O[CH2:2][C:3]1[C:7]([CH3:8])=[CH:6][S:5][C:4]=1[C:9]([OH:11])=[O:10].Cl.CN(C)CCCN=C=NCC. Product: [CH3:8][C:7]1[C:3]2[CH2:2][O:11][C:9](=[O:10])[C:4]=2[S:5][CH:6]=1. The catalyst class is: 4. (2) Product: [OH:15][C:16]1[CH:21]=[CH:20][CH:19]=[CH:18][C:17]=1[C:22](=[O:42])[CH2:23][N:24]1[C:33](=[O:34])[C:32]2[N:31]([CH2:35][CH:36]=[C:37]([CH3:38])[CH3:39])[C:30]([N:11]3[CH2:12][CH2:13][CH2:14][CH:9]([NH:8][C:6]([O:5][C:1]([CH3:4])([CH3:2])[CH3:3])=[O:7])[CH2:10]3)=[N:29][C:28]=2[N:27]([CH3:41])[C:25]1=[O:26]. The catalyst class is: 16. Reactant: [C:1]([O:5][C:6]([NH:8][CH:9]1[CH2:14][CH2:13][CH2:12][NH:11][CH2:10]1)=[O:7])([CH3:4])([CH3:3])[CH3:2].[OH:15][C:16]1[CH:21]=[CH:20][CH:19]=[CH:18][C:17]=1[C:22](=[O:42])[CH2:23][N:24]1[C:33](=[O:34])[C:32]2[N:31]([CH2:35][CH:36]=[C:37]([CH3:39])[CH3:38])[C:30](Cl)=[N:29][C:28]=2[N:27]([CH3:41])[C:25]1=[O:26].C(=O)([O-])[O-].[Na+].[Na+].O. (3) Reactant: CCOC(/N=N/C(OCC)=O)=O.[CH3:13][O:14][C:15]([C:17]1[NH:18][C:19]2[C:24]([CH:25]=1)=[C:23]([OH:26])[CH:22]=[CH:21][CH:20]=2)=[O:16].C1(P(C2C=CC=CC=2)C2C=CC=CC=2)C=CC=CC=1.[CH3:46][C:47]([CH3:51])([CH3:50])[CH2:48]O. Product: [CH3:13][O:14][C:15]([C:17]1[NH:18][C:19]2[C:24]([CH:25]=1)=[C:23]([O:26][CH2:46][C:47]([CH3:51])([CH3:50])[CH3:48])[CH:22]=[CH:21][CH:20]=2)=[O:16]. The catalyst class is: 1. (4) Reactant: [CH3:1][O:2][C:3]1[C:8]([O:9][CH3:10])=[CH:7][CH:6]=[CH:5][C:4]=1[C:11]1[CH:16]=[CH:15][C:14]([N:17]([CH3:38])[CH2:18][CH2:19][N:20]([C:22]2[CH:23]=[CH:24][C:25]([C:28]3[CH:33]=[CH:32][CH:31]=[C:30]([O:34][CH3:35])[C:29]=3[O:36][CH3:37])=[N:26][CH:27]=2)[CH3:21])=[CH:13][N:12]=1.[CH3:39][S:40]([OH:43])(=[O:42])=[O:41].CO. Product: [CH3:39][S:40]([OH:43])(=[O:42])=[O:41].[CH3:39][S:40]([OH:43])(=[O:42])=[O:41].[CH3:37][O:36][C:29]1[C:30]([O:34][CH3:35])=[CH:31][CH:32]=[CH:33][C:28]=1[C:25]1[CH:24]=[CH:23][C:22]([N:20]([CH3:21])[CH2:19][CH2:18][N:17]([C:14]2[CH:15]=[CH:16][C:11]([C:4]3[CH:5]=[CH:6][CH:7]=[C:8]([O:9][CH3:10])[C:3]=3[O:2][CH3:1])=[N:12][CH:13]=2)[CH3:38])=[CH:27][N:26]=1. The catalyst class is: 22.